Dataset: Peptide-MHC class I binding affinity with 185,985 pairs from IEDB/IMGT. Task: Regression. Given a peptide amino acid sequence and an MHC pseudo amino acid sequence, predict their binding affinity value. This is MHC class I binding data. (1) The MHC is HLA-B39:01 with pseudo-sequence HLA-B39:01. The peptide sequence is NYPASLHKF. The binding affinity (normalized) is 0.0847. (2) The peptide sequence is TYTEIEPKL. The MHC is HLA-A30:02 with pseudo-sequence HLA-A30:02. The binding affinity (normalized) is 0. (3) The peptide sequence is RRPGNKTV. The MHC is Mamu-B08 with pseudo-sequence Mamu-B08. The binding affinity (normalized) is 0.123. (4) The peptide sequence is VLYDEFVTI. The MHC is HLA-A02:02 with pseudo-sequence HLA-A02:02. The binding affinity (normalized) is 0.845. (5) The peptide sequence is KSINKVYGK. The MHC is HLA-B15:03 with pseudo-sequence HLA-B15:03. The binding affinity (normalized) is 0.366. (6) The peptide sequence is HPEIVIYQY. The MHC is HLA-A02:03 with pseudo-sequence HLA-A02:03. The binding affinity (normalized) is 0.